From a dataset of CYP3A4 inhibition data for predicting drug metabolism from PubChem BioAssay. Regression/Classification. Given a drug SMILES string, predict its absorption, distribution, metabolism, or excretion properties. Task type varies by dataset: regression for continuous measurements (e.g., permeability, clearance, half-life) or binary classification for categorical outcomes (e.g., BBB penetration, CYP inhibition). Dataset: cyp3a4_veith. (1) The drug is Cc1nn2c(C)nc3sc4c(c3c2nc1=O)CC(C)(C)OC4. The result is 0 (non-inhibitor). (2) The molecule is COc1ccccc1-c1nccc(NCc2ccccc2)n1. The result is 1 (inhibitor). (3) The compound is O=C1[C@H]2CC[C@H]3/C(=N\OCc4ccccc4)C[C@@H](O)[C@@H](O)[C@@H]3[C@@H]2C(=O)N1Cc1ccc2c(c1)OCO2. The result is 1 (inhibitor). (4) The result is 0 (non-inhibitor). The compound is OC(CN1CCCCC1)CN1CCCCC1. (5) The molecule is CCc1ccc(C(C(=O)NCc2ccc(OC)cc2)N(CCOC)C(=O)Cc2cccs2)cc1. The result is 1 (inhibitor). (6) The compound is N[C@@H](CSC1(c2ccc(Cl)cc2)c2ccccc2-c2ccccc21)C(=O)O. The result is 0 (non-inhibitor).